This data is from Peptide-MHC class I binding affinity with 185,985 pairs from IEDB/IMGT. The task is: Regression. Given a peptide amino acid sequence and an MHC pseudo amino acid sequence, predict their binding affinity value. This is MHC class I binding data. The peptide sequence is VLRGRHDAA. The MHC is HLA-A02:06 with pseudo-sequence HLA-A02:06. The binding affinity (normalized) is 0.284.